The task is: Predict the product of the given reaction.. This data is from Forward reaction prediction with 1.9M reactions from USPTO patents (1976-2016). Given the reactants [CH2:1]([O:8][C:9](=[O:33])[CH2:10][CH2:11][C@H:12]([NH:25][C:26]([O:28][C:29]([CH3:32])([CH3:31])[CH3:30])=[O:27])[C:13](=[O:24])[NH:14][CH2:15][C:16]1[CH:21]=[CH:20][C:19]([C:22]#[N:23])=[CH:18][CH:17]=1)[C:2]1[CH:7]=[CH:6][CH:5]=[CH:4][CH:3]=1.Cl.[NH2:35][OH:36].CCN(C(C)C)C(C)C, predict the reaction product. The product is: [CH2:1]([O:8][C:9](=[O:33])[CH2:10][CH2:11][C@H:12]([NH:25][C:26]([O:28][C:29]([CH3:31])([CH3:30])[CH3:32])=[O:27])[C:13](=[O:24])[NH:14][CH2:15][C:16]1[CH:17]=[CH:18][C:19]([C:22](=[NH:23])[NH:35][OH:36])=[CH:20][CH:21]=1)[C:2]1[CH:3]=[CH:4][CH:5]=[CH:6][CH:7]=1.